This data is from Catalyst prediction with 721,799 reactions and 888 catalyst types from USPTO. The task is: Predict which catalyst facilitates the given reaction. (1) Reactant: [CH2:1]([O:3][C:4]([C:6]1[NH:7][C:8]([CH3:21])=[C:9]([C:12]2[CH:17]=[CH:16][C:15]([C:18]([OH:20])=O)=[CH:14][CH:13]=2)[C:10]=1[CH3:11])=[O:5])[CH3:2].[CH:22]([C:25]1[CH:30]=[CH:29][C:28]([NH2:31])=[CH:27][CH:26]=1)([CH3:24])[CH3:23].CN([P+](ON1N=NC2C=CC=CC1=2)(N(C)C)N(C)C)C.F[P-](F)(F)(F)(F)F. Product: [CH2:1]([O:3][C:4]([C:6]1[NH:7][C:8]([CH3:21])=[C:9]([C:12]2[CH:13]=[CH:14][C:15]([C:18](=[O:20])[NH:31][C:28]3[CH:29]=[CH:30][C:25]([CH:22]([CH3:24])[CH3:23])=[CH:26][CH:27]=3)=[CH:16][CH:17]=2)[C:10]=1[CH3:11])=[O:5])[CH3:2]. The catalyst class is: 9. (2) Reactant: C[O:2][C:3](=[O:32])[C:4]1[CH:9]=[CH:8][C:7]([O:10][CH2:11][C:12]2[N:13]=[C:14]([C:25]3[CH:30]=[CH:29][C:28]([F:31])=[CH:27][CH:26]=3)[O:15][C:16]=2[S:17][C:18]2[CH:23]=[CH:22][C:21]([Cl:24])=[CH:20][N:19]=2)=[CH:6][CH:5]=1.[Li+].[OH-].Cl. Product: [Cl:24][C:21]1[CH:22]=[CH:23][C:18]([S:17][C:16]2[O:15][C:14]([C:25]3[CH:26]=[CH:27][C:28]([F:31])=[CH:29][CH:30]=3)=[N:13][C:12]=2[CH2:11][O:10][C:7]2[CH:6]=[CH:5][C:4]([C:3]([OH:32])=[O:2])=[CH:9][CH:8]=2)=[N:19][CH:20]=1. The catalyst class is: 200. (3) Reactant: C(O[C:6]([N:8](C)[CH2:9][C@H:10]([C:27]1[CH:36]=[CH:35][C:34]2[C:29](=[CH:30][CH:31]=[CH:32][CH:33]=2)[CH:28]=1)[C@@H:11]([C:21]1[CH:26]=[CH:25][CH:24]=[CH:23][CH:22]=1)[O:12][CH2:13][C:14]([O:16]C(C)(C)C)=[O:15])=O)(C)(C)C.C(O)(C(F)(F)F)=O. The catalyst class is: 2. Product: [CH3:6][NH:8][CH2:9][C@H:10]([C:27]1[CH:36]=[CH:35][C:34]2[C:29](=[CH:30][CH:31]=[CH:32][CH:33]=2)[CH:28]=1)[C@@H:11]([C:21]1[CH:26]=[CH:25][CH:24]=[CH:23][CH:22]=1)[O:12][CH2:13][C:14]([OH:16])=[O:15]. (4) Reactant: [C:1]1([B:7]([OH:9])[OH:8])[CH:6]=[CH:5][CH:4]=[CH:3][CH:2]=1.[N+:10]([O-])([OH:12])=[O:11]. Product: [N+:10]([C:2]1[CH:3]=[CH:4][CH:5]=[CH:6][C:1]=1[B:7]([OH:9])[OH:8])([O-:12])=[O:11]. The catalyst class is: 152. (5) Reactant: CCOCC.[F:6][C:7]1[CH:33]=[C:32]([S:34]([CH3:37])(=[O:36])=[O:35])[CH:31]=[CH:30][C:8]=1[O:9][CH2:10][CH2:11][C@@H:12]1[CH2:14][C@@H:13]1[CH:15]1[CH2:20][CH2:19][N:18](CC(C2C=CC=CC=2)=O)[CH2:17][CH2:16]1. Product: [F:6][C:7]1[CH:33]=[C:32]([S:34]([CH3:37])(=[O:35])=[O:36])[CH:31]=[CH:30][C:8]=1[O:9][CH2:10][CH2:11][C@@H:12]1[CH2:14][C@@H:13]1[CH:15]1[CH2:16][CH2:17][NH:18][CH2:19][CH2:20]1. The catalyst class is: 29. (6) Reactant: Cl[CH2:2][CH2:3][O:4][C:5]1[CH:10]=[CH:9][C:8](/[C:11](/[C:25]2[CH:30]=[CH:29][C:28]([OH:31])=[CH:27][CH:26]=2)=[C:12](/[C:15]2[CH:24]=[CH:23][C:18]3[N:19]([CH3:22])[CH:20]=[N:21][C:17]=3[CH:16]=2)\[CH2:13][CH3:14])=[CH:7][CH:6]=1.[CH3:32][NH2:33]. Product: [CH3:22][N:19]1[C:18]2[CH:23]=[CH:24][C:15](/[C:12](/[CH2:13][CH3:14])=[C:11](\[C:25]3[CH:30]=[CH:29][C:28]([OH:31])=[CH:27][CH:26]=3)/[C:8]3[CH:9]=[CH:10][C:5]([O:4][CH2:3][CH2:2][NH:33][CH3:32])=[CH:6][CH:7]=3)=[CH:16][C:17]=2[N:21]=[CH:20]1. The catalyst class is: 5. (7) Reactant: [C:1]([C@H:5]1[CH2:10][CH2:9][C@H:8]([O:11][C:12]2[C:13]([C:24]([F:27])([F:26])[F:25])=[C:14]3[C:19](=[CH:20][CH:21]=2)[CH:18]=[C:17]([CH:22]=O)[CH:16]=[CH:15]3)[CH2:7][CH2:6]1)([CH3:4])([CH3:3])[CH3:2].[NH:28]1[CH2:31][CH:30]([C:32]([O:34][CH3:35])=[O:33])[CH2:29]1.[BH3-]C#N.[Na+]. Product: [C:1]([C@H:5]1[CH2:10][CH2:9][C@H:8]([O:11][C:12]2[C:13]([C:24]([F:25])([F:26])[F:27])=[C:14]3[C:19](=[CH:20][CH:21]=2)[CH:18]=[C:17]([CH2:22][N:28]2[CH2:31][CH:30]([C:32]([O:34][CH3:35])=[O:33])[CH2:29]2)[CH:16]=[CH:15]3)[CH2:7][CH2:6]1)([CH3:4])([CH3:2])[CH3:3]. The catalyst class is: 8.